From a dataset of Catalyst prediction with 721,799 reactions and 888 catalyst types from USPTO. Predict which catalyst facilitates the given reaction. Reactant: C1N=CN(C(N2C=NC=C2)=O)C=1.[F:13][C:14]1[CH:26]=[CH:25][CH:24]=[C:23]2[C:15]=1[C:16]1[CH:17]=[CH:18][C:19]([C:28]([OH:30])=O)=[CH:20][C:21]=1[C:22]2=[O:27].C(=O)(O)O.[NH2:35][C:36]([NH2:38])=[NH:37]. Product: [NH2:37][C:36]([NH2:38])=[N:35][C:28]([C:19]1[CH:18]=[CH:17][C:16]2[C:15]3[C:23](=[CH:24][CH:25]=[CH:26][C:14]=3[F:13])[C:22](=[O:27])[C:21]=2[CH:20]=1)=[O:30]. The catalyst class is: 3.